Task: Predict which catalyst facilitates the given reaction.. Dataset: Catalyst prediction with 721,799 reactions and 888 catalyst types from USPTO (1) Reactant: C(OC(=O)[NH:7][C:8]1([CH:17](C#N)[OH:18])[CH2:16][C:15]2[C:10](=[CH:11][CH:12]=[CH:13][CH:14]=2)[CH2:9]1)(C)(C)C.Cl.[C:23](=[O:26])(O)[O-:24].[Na+].[C:36](O[C:36]([O:38][C:39]([CH3:42])([CH3:41])[CH3:40])=[O:37])([O:38][C:39]([CH3:42])([CH3:41])[CH3:40])=[O:37]. Product: [C:39]([O:38][C:36]([NH:7][C:8]1([CH:17]([OH:18])[C:23]([OH:24])=[O:26])[CH2:9][C:10]2[C:15](=[CH:14][CH:13]=[CH:12][CH:11]=2)[CH2:16]1)=[O:37])([CH3:40])([CH3:41])[CH3:42]. The catalyst class is: 38. (2) Reactant: [CH:1]([C:4]1[CH:9]=[CH:8][C:7]([C:10]2[N:14]([CH2:15][CH2:16][O:17][CH3:18])[C:13]3[C:19]([O:29][CH3:30])=[CH:20][C:21]([CH:27]=[O:28])=[C:22]([C:23]([F:26])([F:25])[F:24])[C:12]=3[N:11]=2)=[CH:6][CH:5]=1)([CH3:3])[CH3:2].[BH4-].[Na+]. Product: [CH:1]([C:4]1[CH:5]=[CH:6][C:7]([C:10]2[N:14]([CH2:15][CH2:16][O:17][CH3:18])[C:13]3[C:19]([O:29][CH3:30])=[CH:20][C:21]([CH2:27][OH:28])=[C:22]([C:23]([F:24])([F:25])[F:26])[C:12]=3[N:11]=2)=[CH:8][CH:9]=1)([CH3:3])[CH3:2]. The catalyst class is: 8. (3) Reactant: ClC(Cl)(Cl)C(OC1[O:41][C@@H:40]([CH3:42])[C@@H:29]([O:30][CH2:31][C:32]2C=CC(OC)=CC=2)[C@@H:18](OCC2C=CC(OC)=CC=2)[C@@H]1OCC1C=CC(OC)=CC=1)=N.[CH3:45][O:46][C:47]1[CH:82]=[CH:81][C:50]([CH2:51][O:52][C@H:53]2[C@H:59]([O:60][CH2:61][C:62]3[CH:67]=[CH:66][C:65]([O:68][CH3:69])=[CH:64][CH:63]=3)[C@H:58]([O:70][CH2:71][C:72]3[CH:77]=[CH:76][C:75]([O:78][CH3:79])=[CH:74][CH:73]=3)[C@H:57]([CH3:80])[O:56][CH:54]2[OH:55])=[CH:49][CH:48]=1.ClC(Cl)(Cl)C#N.[H-].[Na+].CC1C(=O)C(O)=C(C)O1.[Si](OS(C(F)(F)F)(=O)=O)(C)(C)C. Product: [CH3:45][O:46][C:47]1[CH:48]=[CH:49][C:50]([CH2:51][O:52][C@H:53]2[C@H:59]([O:60][CH2:61][C:62]3[CH:67]=[CH:66][C:65]([O:68][CH3:69])=[CH:64][CH:63]=3)[C@H:58]([O:70][CH2:71][C:72]3[CH:73]=[CH:74][C:75]([O:78][CH3:79])=[CH:76][CH:77]=3)[C@H:57]([CH3:80])[O:56][C@H:54]2[O:55][C:42]2[C:40](=[O:41])[CH:29]([CH3:18])[O:30][C:31]=2[CH3:32])=[CH:81][CH:82]=1. The catalyst class is: 27. (4) Reactant: [F:1][C:2]1[CH:23]=[C:22]2[C:5]([CH:6](O)[CH2:7][C:8]3([O:21]2)[CH2:13][CH2:12][N:11]([C:14]([O:16][C:17]([CH3:20])([CH3:19])[CH3:18])=[O:15])[CH2:10][CH2:9]3)=[CH:4][CH:3]=1.N12CCCN=C1CCCCC2.C1(P([N:50]=[N+:51]=[N-:52])(C2C=CC=CC=2)=O)C=CC=CC=1. Product: [N:50]([CH:6]1[C:5]2[C:22](=[CH:23][C:2]([F:1])=[CH:3][CH:4]=2)[O:21][C:8]2([CH2:13][CH2:12][N:11]([C:14]([O:16][C:17]([CH3:20])([CH3:19])[CH3:18])=[O:15])[CH2:10][CH2:9]2)[CH2:7]1)=[N+:51]=[N-:52]. The catalyst class is: 7. (5) Reactant: Cl.ClC[N:4]1[C:8]([CH3:9])=[CH:7][C:6]([CH3:10])=[N:5]1.[F:11][C:12]([F:21])([F:20])[CH2:13][CH2:14][CH:15]([C:18]#[N:19])[C:16]#[N:17].C(=O)([O-])[O-].[K+].[K+].O. Product: [CH3:9][C:8]1[CH:7]=[C:6]([CH3:10])[N:5]([C:15]([CH2:14][CH2:13][C:12]([F:20])([F:21])[F:11])([C:18]#[N:19])[C:16]#[N:17])[N:4]=1. The catalyst class is: 9. (6) Reactant: [NH2:1][C:2]1[S:17][C:5]2[CH2:6][N:7]([C:10]([O:12][C:13]([CH3:16])([CH3:15])[CH3:14])=[O:11])[CH2:8][CH2:9][C:4]=2[C:3]=1[C:18]([O:20]CC)=[O:19].[OH-].[Na+]. Product: [NH2:1][C:2]1[S:17][C:5]2[CH2:6][N:7]([C:10]([O:12][C:13]([CH3:14])([CH3:15])[CH3:16])=[O:11])[CH2:8][CH2:9][C:4]=2[C:3]=1[C:18]([OH:20])=[O:19]. The catalyst class is: 8.